Dataset: hERG potassium channel inhibition data for cardiac toxicity prediction from Karim et al.. Task: Regression/Classification. Given a drug SMILES string, predict its toxicity properties. Task type varies by dataset: regression for continuous values (e.g., LD50, hERG inhibition percentage) or binary classification for toxic/non-toxic outcomes (e.g., AMES mutagenicity, cardiotoxicity, hepatotoxicity). Dataset: herg_karim. (1) The compound is CS(=O)(=O)C1(c2cc(N3CCOCC3)nc(-c3cccc4[nH]ccc34)n2)CCNCC1. The result is 0 (non-blocker). (2) The drug is CS(=O)(=O)c1ccc(-c2ccc3[nH]nc(-c4cncc(O[C@H]5CNCCC56CC6)n4)c3c2)c(F)c1. The result is 1 (blocker).